This data is from Reaction yield outcomes from USPTO patents with 853,638 reactions. The task is: Predict the reaction yield, written as a fraction of the theoretical maximum amount of product (1.0 means a 100% yield; for example, 0.34 means a 34% yield). (1) The reactants are [OH-:1].[K+].[CH3:3][C:4]1[N:8]([CH2:9][C:10]2[C:19]3[C:14](=[CH:15][CH:16]=[CH:17][CH:18]=3)[CH:13]=[CH:12][CH:11]=2)[C:7]2[CH:20]=[C:21]([N:26]3[CH2:31][CH2:30][O:29][CH2:28][CH2:27]3)[CH:22]=[C:23]([C:24]#[N:25])[C:6]=2[N:5]=1.OO. The catalyst is O.C1COCC1. The product is [CH3:3][C:4]1[N:8]([CH2:9][C:10]2[C:19]3[C:14](=[CH:15][CH:16]=[CH:17][CH:18]=3)[CH:13]=[CH:12][CH:11]=2)[C:7]2[CH:20]=[C:21]([N:26]3[CH2:31][CH2:30][O:29][CH2:28][CH2:27]3)[CH:22]=[C:23]([C:24]([NH2:25])=[O:1])[C:6]=2[N:5]=1. The yield is 0.720. (2) The reactants are [N+:1]([C:4]1[CH:5]=[C:6]2[C:11](=[CH:12][CH:13]=1)[N:10]=[C:9]([CH2:14][N:15]1[CH2:20][CH2:19][CH:18]([C:21]3[CH:26]=[CH:25][CH:24]=[CH:23][CH:22]=3)[CH2:17][CH2:16]1)[CH:8]=[CH:7]2)([O-])=O. The catalyst is C1COCC1.CCO.[Pd]. The product is [C:21]1([CH:18]2[CH2:17][CH2:16][N:15]([CH2:14][C:9]3[CH:8]=[CH:7][C:6]4[C:11](=[CH:12][CH:13]=[C:4]([NH2:1])[CH:5]=4)[N:10]=3)[CH2:20][CH2:19]2)[CH:22]=[CH:23][CH:24]=[CH:25][CH:26]=1. The yield is 0.870. (3) The product is [N+:25]([CH:28]=[CH:14][C:13]1[CH:16]=[CH:17][C:10]([O:9][C:6]2[CH:5]=[CH:4][C:3]([C:2]([F:19])([F:18])[F:1])=[CH:8][N:7]=2)=[CH:11][CH:12]=1)([O-:27])=[O:26]. The reactants are [F:1][C:2]([F:19])([F:18])[C:3]1[CH:4]=[CH:5][C:6]([O:9][C:10]2[CH:17]=[CH:16][C:13]([CH:14]=O)=[CH:12][CH:11]=2)=[N:7][CH:8]=1.C([O-])(=O)C.[NH4+].[N+:25]([CH3:28])([O-:27])=[O:26]. The yield is 0.560. No catalyst specified. (4) The reactants are [CH3:1][O:2][C:3](=[O:14])[C:4]1[CH:9]=[CH:8][C:7]([N:10]([CH3:12])[CH3:11])=[CH:6][C:5]=1[Cl:13].Cl[CH2:16]Cl.C[O:19][S:20]([C:23]([F:26])([F:25])[F:24])(=[O:22])=[O:21]. The catalyst is C(OCC)C. The product is [F:24][C:23]([F:26])([F:25])[S:20]([O-:22])(=[O:21])=[O:19].[Cl:13][C:5]1[CH:6]=[C:7]([N+:10]([CH3:16])([CH3:11])[CH3:12])[CH:8]=[CH:9][C:4]=1[C:3]([O:2][CH3:1])=[O:14]. The yield is 0.860.